Predict which catalyst facilitates the given reaction. From a dataset of Catalyst prediction with 721,799 reactions and 888 catalyst types from USPTO. (1) Reactant: [O:1]=[C:2]1[CH2:11][CH2:10][C:9]2[CH:8]=[C:7]([C@@H:12]3[CH2:21][CH2:20][C@@:14]4([NH:18][C:17](=[O:19])[O:16][CH2:15]4)[CH2:13]3)[CH:6]=[CH:5][C:4]=2[CH2:3]1.CN1C(=O)N(C)CCC1.[Li+].CC([N-]C(C)C)C.[F:39][C:40]([F:59])([F:58])[S:41](N(C1C=CC=CC=1)[S:41]([C:40]([F:59])([F:58])[F:39])(=[O:43])=[O:42])(=[O:43])=[O:42]. Product: [F:39][C:40]([F:59])([F:58])[S:41]([O:1][C:2]1[CH2:11][CH2:10][C:9]2[C:4](=[CH:5][CH:6]=[C:7]([C@@H:12]3[CH2:21][CH2:20][C@@:14]4([NH:18][C:17](=[O:19])[O:16][CH2:15]4)[CH2:13]3)[CH:8]=2)[CH:3]=1)(=[O:43])=[O:42]. The catalyst class is: 1. (2) The catalyst class is: 22. Product: [NH2:29][C:14]1[C:13]2[N:12]=[C:11]([CH2:30][CH2:31][CH2:32][CH3:33])[N:10]([CH2:9][CH2:8][NH:7][C:5]([NH:4][CH:1]([CH3:3])[CH3:2])=[O:6])[C:22]=2[C:21]2[CH:20]=[CH:19][C:18]([C:23]3[CH:24]=[N:25][CH:26]=[CH:27][CH:28]=3)=[CH:17][C:16]=2[N:15]=1. Reactant: [CH:1]([N:4]=[C:5]=[O:6])([CH3:3])[CH3:2].[NH2:7][CH2:8][CH2:9][N:10]1[C:22]2[C:21]3[CH:20]=[CH:19][C:18]([C:23]4[CH:24]=[N:25][CH:26]=[CH:27][CH:28]=4)=[CH:17][C:16]=3[N:15]=[C:14]([NH2:29])[C:13]=2[N:12]=[C:11]1[CH2:30][CH2:31][CH2:32][CH3:33]. (3) Reactant: [OH:1][CH2:2][C:3]1[CH:8]=[C:7]([O:9][CH2:10][CH2:11][N:12]([CH2:19][CH2:20][O:21][CH2:22][CH2:23][O:24][CH2:25][CH2:26][O:27][CH3:28])[CH2:13][CH2:14][C:15]([O:17][CH3:18])=[O:16])[CH:6]=[C:5]([CH2:29][OH:30])[N:4]=1.C(N(C(C)C)CC)(C)C.[CH3:40][S:41](Cl)(=[O:43])=[O:42]. Product: [CH3:40][S:41]([O:1][CH2:2][C:3]1[CH:8]=[C:7]([O:9][CH2:10][CH2:11][N:12]([CH2:19][CH2:20][O:21][CH2:22][CH2:23][O:24][CH2:25][CH2:26][O:27][CH3:28])[CH2:13][CH2:14][C:15]([O:17][CH3:18])=[O:16])[CH:6]=[C:5]([CH2:29][O:30][S:41]([CH3:40])(=[O:43])=[O:42])[N:4]=1)(=[O:43])=[O:42]. The catalyst class is: 2. (4) Reactant: [ClH:1].[NH2:2][CH2:3][CH:4]1[CH2:13][CH2:12][CH2:11][C:10]2[CH:9]=[C:8]([N:14]3[C:19](=[O:20])[CH:18]=[N:17][C:16]4[CH:21]=[CH:22][C:23]([O:25][CH3:26])=[N:24][C:15]3=4)[CH:7]=[CH:6][C:5]1=2.C(N(CC)CC)C.[O:34]1[C:43]2[CH:42]=[C:41]([CH:44]=O)[N:40]=[CH:39][C:38]=2[O:37][CH2:36][CH2:35]1.C(O[BH-](OC(=O)C)OC(=O)C)(=O)C.[Na+]. Product: [ClH:1].[O:34]1[C:43]2[CH:42]=[C:41]([CH2:44][NH:2][CH2:3][CH:4]3[CH2:13][CH2:12][CH2:11][C:10]4[CH:9]=[C:8]([N:14]5[C:19](=[O:20])[CH:18]=[N:17][C:16]6[CH:21]=[CH:22][C:23]([O:25][CH3:26])=[N:24][C:15]5=6)[CH:7]=[CH:6][C:5]3=4)[N:40]=[CH:39][C:38]=2[O:37][CH2:36][CH2:35]1. The catalyst class is: 147.